This data is from Catalyst prediction with 721,799 reactions and 888 catalyst types from USPTO. The task is: Predict which catalyst facilitates the given reaction. (1) Reactant: [SH:1][C:2]1[N:10]=[CH:9][CH:8]=[CH:7][C:3]=1[C:4]([OH:6])=[O:5].[H-].[Na+].I[CH:14]([CH3:16])[CH3:15]. Product: [CH:14]([S:1][C:2]1[N:10]=[CH:9][CH:8]=[CH:7][C:3]=1[C:4]([OH:6])=[O:5])([CH3:16])[CH3:15]. The catalyst class is: 3. (2) Reactant: [O:1]=[C:2]1[CH2:5][CH:4]([C:6]([OH:8])=[O:7])[CH2:3]1.CO.Cl.[CH2:12](N=C=NCCCN(C)C)C. Product: [O:1]=[C:2]1[CH2:5][CH:4]([C:6]([O:8][CH3:12])=[O:7])[CH2:3]1. The catalyst class is: 172.